Task: Predict the reactants needed to synthesize the given product.. Dataset: Full USPTO retrosynthesis dataset with 1.9M reactions from patents (1976-2016) (1) The reactants are: Cl[C:2]1[C:7]([N+:8]([O-])=O)=[CH:6][CH:5]=[CH:4][N:3]=1.[C:11]1([NH:17][C:18](=O)[CH3:19])[CH:16]=[CH:15][CH:14]=[CH:13][CH:12]=1. Given the product [CH3:19][C:18]1[N:17]([C:11]2[CH:16]=[CH:15][CH:14]=[CH:13][CH:12]=2)[C:2]2=[N:3][CH:4]=[CH:5][CH:6]=[C:7]2[N:8]=1, predict the reactants needed to synthesize it. (2) Given the product [Cl:20][C:21]1[CH:26]=[C:25]([CH3:27])[N:24]=[C:23]([NH:28][CH2:3][C:4]2[N:8]3[CH:9]=[CH:10][CH:11]=[CH:12][C:7]3=[N:6][C:5]=2[C:13]2[CH:18]=[CH:17][C:16]([Cl:19])=[CH:15][CH:14]=2)[N:22]=1, predict the reactants needed to synthesize it. The reactants are: Cl.Cl[CH2:3][C:4]1[N:8]2[CH:9]=[CH:10][CH:11]=[CH:12][C:7]2=[N:6][C:5]=1[C:13]1[CH:18]=[CH:17][C:16]([Cl:19])=[CH:15][CH:14]=1.[Cl:20][C:21]1[CH:26]=[C:25]([CH3:27])[N:24]=[C:23]([NH2:28])[N:22]=1.